Dataset: Full USPTO retrosynthesis dataset with 1.9M reactions from patents (1976-2016). Task: Predict the reactants needed to synthesize the given product. (1) Given the product [Cl:1][C:2]1[CH:10]=[C:9]([Cl:11])[CH:8]=[CH:7][C:3]=1[C:4]([NH:28][S:25](/[CH:24]=[CH:23]/[C:19]1[S:18][CH:22]=[CH:21][CH:20]=1)(=[O:27])=[O:26])=[O:5], predict the reactants needed to synthesize it. The reactants are: [Cl:1][C:2]1[CH:10]=[C:9]([Cl:11])[CH:8]=[CH:7][C:3]=1[C:4](Cl)=[O:5].C(=O)([O-])[O-].[K+].[K+].[S:18]1[CH:22]=[CH:21][CH:20]=[C:19]1/[CH:23]=[CH:24]/[S:25]([NH2:28])(=[O:27])=[O:26].Cl. (2) Given the product [CH2:27]([N:31]1[CH2:36][CH2:35][N:34]([CH2:25][CH:7]2[C:6](=[O:26])[C:5]3[C:4]4[C:12](=[CH:13][CH:14]=[C:2]([F:1])[CH:3]=4)[N:11]([CH2:15][CH2:16][CH2:17][CH2:18][CH2:19][C:20]([O:22][CH2:23][CH3:24])=[O:21])[C:10]=3[CH2:9][CH2:8]2)[CH2:33][CH2:32]1)[CH2:28][CH2:29][CH3:30], predict the reactants needed to synthesize it. The reactants are: [F:1][C:2]1[CH:3]=[C:4]2[C:12](=[CH:13][CH:14]=1)[N:11]([CH2:15][CH2:16][CH2:17][CH2:18][CH2:19][C:20]([O:22][CH2:23][CH3:24])=[O:21])[C:10]1[CH2:9][CH2:8][C:7](=[CH2:25])[C:6](=[O:26])[C:5]2=1.[CH2:27]([N:31]1[CH2:36][CH2:35][NH:34][CH2:33][CH2:32]1)[CH2:28][CH2:29][CH3:30]. (3) Given the product [CH3:21][S:22]([O:12][CH2:11][CH2:10][C@@H:9]([NH:13][C:14]([O:15][C:16]([CH3:17])([CH3:19])[CH3:18])=[O:20])[CH2:8][C:5]1[CH:6]=[CH:7][C:2]([Cl:1])=[CH:3][CH:4]=1)(=[O:24])=[O:23], predict the reactants needed to synthesize it. The reactants are: [Cl:1][C:2]1[CH:7]=[CH:6][C:5]([CH2:8][C@H:9]([NH:13][C:14](=[O:20])[O:15][C:16]([CH3:19])([CH3:18])[CH3:17])[CH2:10][CH2:11][OH:12])=[CH:4][CH:3]=1.[CH3:21][S:22](Cl)(=[O:24])=[O:23]. (4) Given the product [CH2:1]([C:11](=[CH2:15])[C:12]([NH2:14])=[O:13])[CH2:2][CH2:3][CH2:4][CH2:5][CH2:6][CH2:7][CH2:8][CH2:9][CH3:10].[C:16]([NH2:20])(=[O:19])[CH:17]=[CH2:18], predict the reactants needed to synthesize it. The reactants are: [CH2:1]([C:11](=[CH2:15])[C:12]([NH2:14])=[O:13])[CH2:2][CH2:3][CH2:4][CH2:5][CH2:6][CH2:7][CH2:8][CH2:9][CH3:10].[C:16]([NH2:20])(=[O:19])[CH:17]=[CH2:18].